This data is from Antibody developability classification from SAbDab with 2,409 antibodies. The task is: Regression/Classification. Given an antibody's heavy chain and light chain sequences, predict its developability. TAP uses regression for 5 developability metrics; SAbDab uses binary classification. The antibody is ['EVQLLESGGGLEQPGGSLRLSCVVSGFTFSNYAFNWVRQAPGKGLEWVAIIYRSGSRMYHADSVKGRFTISRDDSKNTLFLQMNNLRAEDTAVYYCTTLLIYESDVGVDFWGQGTLVTVSS', 'DIVMTQSPLSLPVSPGEPASISCRSTQSLIFGEHNYLDWYLQKPGQSPQLLIYLASNRASGVPDRFSGSGSGTYFTLKISRVEAEDFGVYYCVQTVQVPYTFGQGTKLEIK']. Result: 0 (not developable).